From a dataset of Catalyst prediction with 721,799 reactions and 888 catalyst types from USPTO. Predict which catalyst facilitates the given reaction. Reactant: [CH2:1]([OH:4])[C:2]#[CH:3].CCN(CC)CC.[CH3:12][C:13]([Si:16](Cl)([CH3:18])[CH3:17])([CH3:15])[CH3:14]. Product: [C:13]([Si:16]([CH3:18])([CH3:17])[O:4][CH2:1][C:2]#[CH:3])([CH3:15])([CH3:14])[CH3:12]. The catalyst class is: 2.